Dataset: Full USPTO retrosynthesis dataset with 1.9M reactions from patents (1976-2016). Task: Predict the reactants needed to synthesize the given product. Given the product [CH2:11]([O:10][C:8](=[O:9])[CH2:7][O:37][C:34]1[CH:33]=[CH:32][C:31]([C@@H:28]2[CH2:29][CH2:30][C@H:26]([NH:25][C@@H:23]([C:13]3[C:22]4[C:17](=[CH:18][CH:19]=[CH:20][CH:21]=4)[CH:16]=[CH:15][CH:14]=3)[CH3:24])[CH2:27]2)=[CH:36][CH:35]=1)[CH3:12], predict the reactants needed to synthesize it. The reactants are: CN(C)C=O.Br[CH2:7][C:8]([O:10][CH2:11][CH3:12])=[O:9].[C:13]1([C@H:23]([NH:25][C@H:26]2[CH2:30][CH2:29][C@@H:28]([C:31]3[CH:36]=[CH:35][C:34]([OH:37])=[CH:33][CH:32]=3)[CH2:27]2)[CH3:24])[C:22]2[C:17](=[CH:18][CH:19]=[CH:20][CH:21]=2)[CH:16]=[CH:15][CH:14]=1.C(=O)([O-])[O-].[K+].[K+].